This data is from Forward reaction prediction with 1.9M reactions from USPTO patents (1976-2016). The task is: Predict the product of the given reaction. (1) Given the reactants [C:1]1(/[CH:7]=[CH:8]/[C:9]2[CH:10]=[C:11]([CH:16]=[CH:17][N:18]=2)[C:12]([O:14][CH3:15])=[O:13])[CH:6]=[CH:5][CH:4]=[CH:3][CH:2]=1, predict the reaction product. The product is: [C:1]1([CH2:7][CH2:8][CH:9]2[CH2:10][CH:11]([C:12]([O:14][CH3:15])=[O:13])[CH2:16][CH2:17][NH:18]2)[CH:6]=[CH:5][CH:4]=[CH:3][CH:2]=1. (2) Given the reactants F[C:2]1[N:7]2[CH:8]=[C:9]([CH2:11][N:12]([CH3:23])[C@@H:13]3[C:18]4=[N:19][CH:20]=[CH:21][CH:22]=[C:17]4[O:16][CH2:15][CH2:14]3)[N:10]=[C:6]2[CH:5]=[CH:4][CH:3]=1.[CH3:24][NH:25][CH:26]1[CH2:30][N:29]([CH3:31])[CH2:28][CH2:27]1, predict the reaction product. The product is: [NH4+:7].[OH-:16].[CH3:23][N:12]([CH2:11][C:9]1[N:10]=[C:6]2[CH:5]=[CH:4][CH:3]=[C:2]([N:25]([CH3:24])[CH:26]3[CH2:27][CH2:28][N:29]([CH3:31])[CH2:30]3)[N:7]2[CH:8]=1)[CH:13]1[C:18]2=[N:19][CH:20]=[CH:21][CH:22]=[C:17]2[O:16][CH2:15][CH2:14]1. (3) The product is: [O:1]=[C:2]([C:13]1[S:20][C:19]([CH3:21])=[C:18]2[C:14]=1[CH2:15][C@H:16]1[C:22]([CH3:24])([CH3:23])[C@H:17]12)[CH2:3][CH2:4][C:5]1[CH:6]=[CH:7][C:8]([CH2:9][N:25]2[CH2:28][CH:27]([C:29]([OH:31])=[O:30])[CH2:26]2)=[CH:11][CH:12]=1. Given the reactants [O:1]=[C:2]([C:13]1[S:20][C:19]([CH3:21])=[C:18]2[C:14]=1[CH2:15][C@H:16]1[C:22]([CH3:24])([CH3:23])[C@H:17]12)[CH:3]=[CH:4][C:5]1[CH:12]=[CH:11][C:8]([CH:9]=O)=[CH:7][CH:6]=1.[NH:25]1[CH2:28][CH:27]([C:29]([OH:31])=[O:30])[CH2:26]1.CO, predict the reaction product. (4) Given the reactants [C:1](O[BH-](OC(=O)C)OC(=O)C)(=O)[CH3:2].[Na+].[NH2:15][C:16]([CH3:46])([CH3:45])[CH2:17][O:18][C:19]1[CH:24]=[CH:23][C:22]([NH:25][C:26](=[O:37])[C:27]2[CH:32]=[CH:31][CH:30]=[C:29]([C:33]([F:36])([F:35])[F:34])[CH:28]=2)=[CH:21][C:20]=1[C:38]1[N:39]([CH3:44])[N:40]=[CH:41][C:42]=1[Cl:43].C(=O)C.FC(F)(F)C([O-])=O, predict the reaction product. The product is: [Cl:43][C:42]1[CH:41]=[N:40][N:39]([CH3:44])[C:38]=1[C:20]1[CH:21]=[C:22]([NH:25][C:26](=[O:37])[C:27]2[CH:32]=[CH:31][CH:30]=[C:29]([C:33]([F:36])([F:34])[F:35])[CH:28]=2)[CH:23]=[CH:24][C:19]=1[O:18][CH2:17][C:16]([NH:15][CH2:1][CH3:2])([CH3:46])[CH3:45]. (5) Given the reactants [Cl:1][C:2]1[CH:3]=[CH:4][C:5]([C:8]([OH:10])=O)=[N:6][CH:7]=1.[CH:11]([N:14]1[CH2:19][CH2:18][CH:17]([NH:20][S:21]([CH2:24][CH2:25][NH2:26])(=[O:23])=[O:22])[CH2:16][CH2:15]1)([CH3:13])[CH3:12], predict the reaction product. The product is: [CH:11]([N:14]1[CH2:19][CH2:18][CH:17]([NH:20][S:21]([CH2:24][CH2:25][NH:26][C:8]([C:5]2[CH:4]=[CH:3][C:2]([Cl:1])=[CH:7][N:6]=2)=[O:10])(=[O:22])=[O:23])[CH2:16][CH2:15]1)([CH3:13])[CH3:12].[CH:11]([N:14]1[CH2:15][CH2:16][CH:17]([S+:21]=[CH:24][CH2:25][NH:26][C:8]([C:5]2[CH:4]=[CH:3][C:2]([Cl:1])=[CH:7][N:6]=2)=[O:10])[CH2:18][CH2:19]1)([CH3:12])[CH3:13]. (6) Given the reactants [CH3:1][S:2][C:3]1[N:8]=[C:7]([O:9][C:10]2[CH:11]=[C:12]([NH2:17])[C:13]([NH2:16])=[CH:14][CH:15]=2)[CH:6]=[CH:5][N:4]=1.[Cl:18][C:19]1[CH:32]=[CH:31][C:30]([N:33]=[C:34]=S)=[CH:29][C:20]=1[CH2:21][N:22]1[CH2:27][CH2:26][N:25]([CH3:28])[CH2:24][CH2:23]1.N1C=CN=C1.C(Cl)CCl, predict the reaction product. The product is: [Cl:18][C:19]1[CH:32]=[CH:31][C:30]([NH:33][C:34]2[NH:16][C:13]3[CH:14]=[CH:15][C:10]([O:9][C:7]4[CH:6]=[CH:5][N:4]=[C:3]([S:2][CH3:1])[N:8]=4)=[CH:11][C:12]=3[N:17]=2)=[CH:29][C:20]=1[CH2:21][N:22]1[CH2:27][CH2:26][N:25]([CH3:28])[CH2:24][CH2:23]1. (7) Given the reactants C([O:7][C:8]1[CH:9]=[C:10]2[C:14](=[C:15]([O:17][C:18]3[CH:23]=[CH:22][C:21]([S:24]([CH3:27])(=[O:26])=[O:25])=[CH:20][CH:19]=3)[CH:16]=1)[N:13]([CH2:28][O:29][CH3:30])[N:12]=[C:11]2[NH:31][C:32]1[CH:36]=[CH:35][N:34]([CH3:37])[N:33]=1)(=O)C(C)(C)C.C(=O)([O-])[O-].[K+].[K+], predict the reaction product. The product is: [CH3:30][O:29][CH2:28][N:13]1[C:14]2[C:10](=[CH:9][C:8]([OH:7])=[CH:16][C:15]=2[O:17][C:18]2[CH:19]=[CH:20][C:21]([S:24]([CH3:27])(=[O:26])=[O:25])=[CH:22][CH:23]=2)[C:11]([NH:31][C:32]2[CH:36]=[CH:35][N:34]([CH3:37])[N:33]=2)=[N:12]1. (8) Given the reactants [OH:1]N1CCN(O)C1.C[C:9]([CH:11]=[O:12])=O.I.[NH2:14][C@H:15]([C:21]([OH:23])=[O:22])[CH2:16][CH2:17][CH2:18][CH2:19][NH2:20], predict the reaction product. The product is: [C:11]([CH2:9][NH:20][CH2:19][CH2:18][CH2:17][CH2:16][C@@H:15]([C:21]([OH:23])=[O:22])[NH2:14])([OH:12])=[O:1]. (9) The product is: [Cl:1][C:2]1[N:9]=[C:8]([N:14]2[CH2:13][CH2:12][N:11]([C:17]([O:19][C:20]([CH3:23])([CH3:22])[CH3:21])=[O:18])[CH2:16][CH2:15]2)[CH:7]=[CH:6][C:3]=1[C:4]#[N:5]. Given the reactants [Cl:1][C:2]1[N:9]=[C:8](Cl)[CH:7]=[CH:6][C:3]=1[C:4]#[N:5].[N:11]1([C:17]([O:19][C:20]([CH3:23])([CH3:22])[CH3:21])=[O:18])[CH2:16][CH2:15][NH:14][CH2:13][CH2:12]1.C([O-])([O-])=O.[K+].[K+], predict the reaction product. (10) The product is: [Br:1][C:2]1[C:21]([F:22])=[CH:20][C:5]2[O:6][C:7]3[CH:19]=[CH:18][CH:17]=[CH:16][C:8]=3[C@H:9]3[C@H:14]([NH:15][C:25](=[O:26])[C:24]([F:35])([F:34])[F:23])[CH2:13][CH2:12][CH2:11][N:10]3[C:4]=2[CH:3]=1. Given the reactants [Br:1][C:2]1[C:21]([F:22])=[CH:20][C:5]2[O:6][C:7]3[CH:19]=[CH:18][CH:17]=[CH:16][C:8]=3[C@H:9]3[C@H:14]([NH2:15])[CH2:13][CH2:12][CH2:11][N:10]3[C:4]=2[CH:3]=1.[F:23][C:24]([F:35])([F:34])[C:25](O[C:25](=[O:26])[C:24]([F:35])([F:34])[F:23])=[O:26], predict the reaction product.